Dataset: Forward reaction prediction with 1.9M reactions from USPTO patents (1976-2016). Task: Predict the product of the given reaction. (1) Given the reactants [Cl:1][C:2]1[CH:7]=[CH:6][C:5]([C:8]([F:11])([F:10])[F:9])=[CH:4][C:3]=1[N:12]([S:24]([C:27]1[CH:32]=[CH:31][C:30](C)=[CH:29][CH:28]=1)(=[O:26])=[O:25])[CH2:13][C:14]([NH:16][CH2:17][C:18]1[CH:23]=CN=CC=1)=[O:15].C1(S(Cl)(=O)=O)C=CC=CC=1.CC1C=CC(S(Cl)(=O)=O)=CC=1.[N:55]1[CH:60]=C(NC)C=[N:57][CH:56]=1.NCC1C=CN=CC=1, predict the reaction product. The product is: [Cl:1][C:2]1[CH:7]=[CH:6][C:5]([C:8]([F:11])([F:9])[F:10])=[CH:4][C:3]=1[N:12]([CH2:13][C:14]([NH:16][CH2:17][C:18]1[CH:23]=[N:57][CH:56]=[N:55][CH:60]=1)=[O:15])[S:24]([C:27]1[CH:32]=[CH:31][CH:30]=[CH:29][CH:28]=1)(=[O:26])=[O:25]. (2) Given the reactants [I:1][C:2]1[C:6]([C:7]2[CH:12]=[CH:11][N:10]=[C:9]([S:13][CH3:14])[N:8]=2)=[CH:5][NH:4][N:3]=1.[OH2:15].[C:16]1(C)C=[CH:20][C:19](S(O)(=O)=O)=[CH:18][CH:17]=1, predict the reaction product. The product is: [I:1][C:2]1[C:6]([C:7]2[CH:12]=[CH:11][N:10]=[C:9]([S:13][CH3:14])[N:8]=2)=[CH:5][N:4]([CH:20]2[CH2:19][CH2:18][CH2:17][CH2:16][O:15]2)[N:3]=1. (3) Given the reactants [Cl:1][C:2]1[CH:7]=[C:6]([N+:8]([O-:10])=[O:9])[C:5]([F:11])=[CH:4][C:3]=1[OH:12].C([O-])([O-])=O.[K+].[K+].[CH:19](Br)([CH3:21])[CH3:20], predict the reaction product. The product is: [Cl:1][C:2]1[CH:7]=[C:6]([N+:8]([O-:10])=[O:9])[C:5]([F:11])=[CH:4][C:3]=1[O:12][CH:19]([CH3:21])[CH3:20]. (4) Given the reactants [CH2:1]([O:5][C:6]([C:8]1[N:9]=[C:10](Br)[C:11]2[C:16]([C:17]=1[OH:18])=[CH:15][C:14]([O:19][C:20]1[C:25]([CH3:26])=[CH:24][CH:23]=[CH:22][C:21]=1[CH2:27][CH3:28])=[CH:13][CH:12]=2)=[O:7])[CH2:2][CH2:3][CH3:4].[C:30]([Cu])#[N:31], predict the reaction product. The product is: [CH2:1]([O:5][C:6]([C:8]1[N:9]=[C:10]([C:30]#[N:31])[C:11]2[C:16]([C:17]=1[OH:18])=[CH:15][C:14]([O:19][C:20]1[C:25]([CH3:26])=[CH:24][CH:23]=[CH:22][C:21]=1[CH2:27][CH3:28])=[CH:13][CH:12]=2)=[O:7])[CH2:2][CH2:3][CH3:4]. (5) Given the reactants [CH2:1]([O:5][C:6]1[CH:28]=[CH:27][C:9]([C:10]([N:12]([CH3:26])[C:13]2[CH:18]=[CH:17][C:16]([N:19]3[CH2:23][CH2:22][CH:21]([NH:24][CH3:25])[CH2:20]3)=[CH:15][CH:14]=2)=[O:11])=[CH:8][CH:7]=1)[CH2:2][CH2:3][CH3:4].[C:29](OC(=O)C)(=[O:31])[CH3:30], predict the reaction product. The product is: [C:29]([CH2:25][NH:24][CH:21]1[CH2:22][CH2:23][N:19]([C:16]2[CH:17]=[CH:18][C:13]([N:12]([CH3:26])[C:10](=[O:11])[C:9]3[CH:27]=[CH:28][C:6]([O:5][CH2:1][CH2:2][CH2:3][CH3:4])=[CH:7][CH:8]=3)=[CH:14][CH:15]=2)[CH2:20]1)(=[O:31])[CH3:30].